This data is from Reaction yield outcomes from USPTO patents with 853,638 reactions. The task is: Predict the reaction yield, written as a fraction of the theoretical maximum amount of product (1.0 means a 100% yield; for example, 0.34 means a 34% yield). (1) The reactants are [Cl:1][C:2]1[CH:3]=[CH:4][C:5]2[C:12]3=[C:13]([CH:24]4[CH2:29][CH2:28][CH2:27][CH2:26][CH2:25]4)[C:14]4[CH:15]=[CH:16][C:17]([C:20]([O:22]C)=[O:21])=[CH:18][C:19]=4[N:11]3[CH2:10][CH2:9][N:8]([CH2:30][CH2:31][N:32]([CH3:34])[CH3:33])[CH2:7][C:6]=2[CH:35]=1. The catalyst is C1COCC1.CO.[OH-].[Na+]. The product is [Cl:1][C:2]1[CH:3]=[CH:4][C:5]2[C:12]3=[C:13]([CH:24]4[CH2:29][CH2:28][CH2:27][CH2:26][CH2:25]4)[C:14]4[CH:15]=[CH:16][C:17]([C:20]([OH:22])=[O:21])=[CH:18][C:19]=4[N:11]3[CH2:10][CH2:9][N:8]([CH2:30][CH2:31][N:32]([CH3:33])[CH3:34])[CH2:7][C:6]=2[CH:35]=1. The yield is 0.210. (2) The reactants are S(O)(O)(=O)=O.[NH2:6][CH2:7][C:8]#[N:9].C(N(CC)CC)C.[CH2:17]([N:19]=[C:20]=[O:21])[CH3:18].[Cl-].[NH4+]. The catalyst is O1CCCC1. The product is [C:8]([CH2:7][NH:6][C:20]([NH:19][CH2:17][CH3:18])=[O:21])#[N:9]. The yield is 0.730. (3) The reactants are [F:1][C:2]1[CH:7]=[CH:6][C:5]([CH:8]2[C:13]3=[N:14][NH:15][C:16](=[O:21])[C:17]4[CH:18]=[CH:19][CH:20]=[C:11]([C:12]=43)[NH:10][CH:9]2[C:22]2[CH:29]=[CH:28][C:25]([CH:26]=O)=[CH:24][CH:23]=2)=[CH:4][CH:3]=1.[CH3:30][N:31]1[CH2:36][CH2:35][NH:34][CH2:33][CH2:32]1.C(O)(=O)C.C(O[BH-](OC(=O)C)OC(=O)C)(=O)C.[Na+]. The catalyst is ClCCl. The product is [F:1][C:2]1[CH:3]=[CH:4][C:5]([CH:8]2[C:13]3=[N:14][NH:15][C:16](=[O:21])[C:17]4[CH:18]=[CH:19][CH:20]=[C:11]([C:12]=43)[NH:10][CH:9]2[C:22]2[CH:23]=[CH:24][C:25]([CH2:26][N:34]3[CH2:35][CH2:36][N:31]([CH3:30])[CH2:32][CH2:33]3)=[CH:28][CH:29]=2)=[CH:6][CH:7]=1. The yield is 0.220. (4) The yield is 0.980. The catalyst is C1COCC1. The reactants are [NH:1]1[C:9]2[C:4](=[CH:5][CH:6]=[CH:7][CH:8]=2)[C:3]([CH2:10][C:11]([OH:13])=[O:12])=[CH:2]1.C(=O)=O.CC(C)=O.[Li+].C[Si]([N-][Si](C)(C)C)(C)C.Cl[C:32]([O:34][CH2:35][C:36]1[CH:41]=[CH:40][CH:39]=[CH:38][CH:37]=1)=[O:33]. The product is [CH2:35]([O:34][C:32]([N:1]1[C:9]2[C:4](=[CH:5][CH:6]=[CH:7][CH:8]=2)[C:3]([CH2:10][C:11]([OH:13])=[O:12])=[CH:2]1)=[O:33])[C:36]1[CH:41]=[CH:40][CH:39]=[CH:38][CH:37]=1. (5) The reactants are Br[C:2]1[C:7]([O:8][C:9]([F:12])([F:11])[F:10])=[CH:6][CH:5]=[CH:4][N:3]=1.[CH:13]1(B(O)O)[CH2:15][CH2:14]1.[O-]P([O-])([O-])=O.[K+].[K+].[K+].C1(P(C2CCCCC2)C2CCCCC2)CCCCC1. The catalyst is C1(C)C=CC=CC=1.O.C([O-])(=O)C.[Pd+2].C([O-])(=O)C. The product is [CH:13]1([C:2]2[C:7]([O:8][C:9]([F:12])([F:11])[F:10])=[CH:6][CH:5]=[CH:4][N:3]=2)[CH2:15][CH2:14]1. The yield is 0.450.